From a dataset of Reaction yield outcomes from USPTO patents with 853,638 reactions. Predict the reaction yield, written as a fraction of the theoretical maximum amount of product (1.0 means a 100% yield; for example, 0.34 means a 34% yield). (1) The reactants are [CH3:1][C:2](=[O:7])[CH2:3][C:4](=[O:6])[CH3:5].[OH:8][C:9]1[CH:10]=[C:11]([CH:14]=[CH:15][C:16]=1[O:17][CH3:18])[CH:12]=O.B([O:30][CH2:31][CH2:32][CH2:33][CH3:34])([O:30][CH2:31][CH2:32][CH2:33][CH3:34])[O:30][CH2:31][CH2:32][CH2:33][CH3:34].[CH2:35](N)[CH2:36][CH2:37]C.Cl.[C:41](OCC)(=[O:43])C. No catalyst specified. The product is [OH:8][C:9]1[CH:10]=[C:11]([CH:12]=[CH:1][C:2](=[O:7])[CH2:3][C:4](=[O:6])[CH:5]=[CH:35][C:36]2[CH:34]=[CH:33][C:32]([O:43][CH3:41])=[C:31]([OH:30])[CH:37]=2)[CH:14]=[CH:15][C:16]=1[O:17][CH3:18]. The yield is 0.710. (2) The reactants are [C:1]([C:3]1[N:4]=[C:5]([N:8]2[CH2:11][CH:10]([OH:12])[CH2:9]2)[S:6][CH:7]=1)#[N:2].[CH3:13][S:14](Cl)(=[O:16])=[O:15].C(N(CC)CC)C.CO. The catalyst is C(Cl)Cl. The product is [C:1]([C:3]1[N:4]=[C:5]([N:8]2[CH2:11][CH:10]([O:12][S:14]([CH3:13])(=[O:16])=[O:15])[CH2:9]2)[S:6][CH:7]=1)#[N:2]. The yield is 1.00. (3) The reactants are [CH2:1]([N:8]1[CH2:13][CH2:12][CH:11]([N:14]([CH2:22][C:23]2[N:24]=[CH:25][NH:26][CH:27]=2)[C:15](=[O:21])[O:16][C:17]([CH3:20])([CH3:19])[CH3:18])[CH2:10][CH2:9]1)[C:2]1[CH:7]=[CH:6][CH:5]=[CH:4][CH:3]=1.[H-].[Na+].[CH3:30][Si:31]([CH3:38])([CH3:37])[CH2:32][CH2:33][O:34][CH2:35]Cl. The yield is 0.240. The catalyst is CN(C=O)C.C(OCC)(=O)C.O. The product is [CH2:1]([N:8]1[CH2:13][CH2:12][CH:11]([N:14]([CH2:22][C:23]2[N:24]=[CH:25][N:26]([CH2:35][O:34][CH2:33][CH2:32][Si:31]([CH3:38])([CH3:37])[CH3:30])[CH:27]=2)[C:15](=[O:21])[O:16][C:17]([CH3:20])([CH3:19])[CH3:18])[CH2:10][CH2:9]1)[C:2]1[CH:3]=[CH:4][CH:5]=[CH:6][CH:7]=1. (4) The reactants are FC(F)(F)S([O:6][C:7]1[CH:12]=[CH:11][N:10]([C:13]2[CH:14]=[C:15]3[C:19](=[CH:20][CH:21]=2)[N:18]([CH2:22][CH:23]([O:26][CH3:27])[O:24][CH3:25])[N:17]=[CH:16]3)[C:9](=[O:28])[CH:8]=1)(=O)=O.[C:31]1([CH:37]=[CH:38]B(O)O)[CH:36]=[CH:35][CH:34]=[CH:33][CH:32]=1.C([O-])([O-])=O.[K+].[K+]. The catalyst is CS(C)=O. The product is [CH3:7][OH:6].[NH3:10].[CH3:27][O:26][CH:23]([O:24][CH3:25])[CH2:22][N:18]1[C:19]2[C:15](=[CH:14][C:13]([N:10]3[CH:11]=[CH:12][C:7](/[CH:38]=[CH:37]/[C:31]4[CH:36]=[CH:35][CH:34]=[CH:33][CH:32]=4)=[CH:8][C:9]3=[O:28])=[CH:21][CH:20]=2)[CH:16]=[N:17]1. The yield is 0.100.